This data is from Full USPTO retrosynthesis dataset with 1.9M reactions from patents (1976-2016). The task is: Predict the reactants needed to synthesize the given product. (1) Given the product [CH:1]([N:14]1[CH2:17][C:16]([CH:19]2[CH2:21][CH2:20]2)([OH:18])[CH2:15]1)([C:8]1[CH:13]=[CH:12][CH:11]=[CH:10][CH:9]=1)[C:2]1[CH:3]=[CH:4][CH:5]=[CH:6][CH:7]=1, predict the reactants needed to synthesize it. The reactants are: [CH:1]([N:14]1[CH2:17][C:16](=[O:18])[CH2:15]1)([C:8]1[CH:13]=[CH:12][CH:11]=[CH:10][CH:9]=1)[C:2]1[CH:7]=[CH:6][CH:5]=[CH:4][CH:3]=1.[CH:19]1([Mg]Br)[CH2:21][CH2:20]1.O1CCCC1.C(=O)([O-])[O-].[Na+].[Na+]. (2) The reactants are: F[C:2](F)(F)[C:3]([OH:5])=O.[Cl:8][C:9]1[CH:14]=[CH:13][C:12]([C:15]2([C:35]#[N:36])[CH:19]([CH2:20][C:21]([CH3:24])([CH3:23])[CH3:22])[NH:18][CH:17]([C:25](O)=[O:26])[CH:16]2[C:28]2[CH:33]=[CH:32][CH:31]=[C:30]([Cl:34])[CH:29]=2)=[C:11]([O:37][CH3:38])[CH:10]=1.[CH2:39]([NH2:41])[CH3:40].CN(C([O:49]N1N=NC2C=CC=NC1=2)=[N+](C)C)C.F[P-](F)(F)(F)(F)F.CCN(C(C)C)C(C)C.Cl. Given the product [OH:49][C@H:2]([CH2:3][OH:5])[CH2:40][CH2:39][NH:41][C:25]([CH:17]1[CH:16]([C:28]2[CH:33]=[CH:32][CH:31]=[C:30]([Cl:34])[CH:29]=2)[C:15]([C:12]2[CH:13]=[CH:14][C:9]([Cl:8])=[CH:10][C:11]=2[O:37][CH3:38])([C:35]#[N:36])[CH:19]([CH2:20][C:21]([CH3:24])([CH3:23])[CH3:22])[NH:18]1)=[O:26], predict the reactants needed to synthesize it. (3) Given the product [N:1]1([CH2:6][CH:7]2[CH2:12][CH2:11][N:10]([C:13]3[CH:20]=[CH:19][C:16]([CH2:17][N:25]4[CH2:26][CH2:27][CH:22]([OH:21])[CH2:23][CH2:24]4)=[CH:15][CH:14]=3)[CH2:9][CH2:8]2)[CH2:5][CH2:4][CH2:3][CH2:2]1, predict the reactants needed to synthesize it. The reactants are: [N:1]1([CH2:6][CH:7]2[CH2:12][CH2:11][N:10]([C:13]3[CH:20]=[CH:19][C:16]([CH:17]=O)=[CH:15][CH:14]=3)[CH2:9][CH2:8]2)[CH2:5][CH2:4][CH2:3][CH2:2]1.[OH:21][CH:22]1[CH2:27][CH2:26][NH:25][CH2:24][CH2:23]1. (4) Given the product [CH:1]1([C:4]2[N:13]=[C:12]([N:14]3[CH2:19][CH2:18][N:17]([C:20]4[CH:25]=[C:24]([NH:56][S:57]([CH3:60])(=[O:59])=[O:58])[CH:23]=[CH:22][C:21]=4[O:27][CH3:28])[CH2:16][CH2:15]3)[C:11]3[C:6](=[CH:7][C:8]([O:31][CH3:32])=[C:9]([O:29][CH3:30])[CH:10]=3)[N:5]=2)[CH2:3][CH2:2]1, predict the reactants needed to synthesize it. The reactants are: [CH:1]1([C:4]2[N:13]=[C:12]([N:14]3[CH2:19][CH2:18][N:17]([C:20]4[CH:25]=[CH:24][C:23](F)=[CH:22][C:21]=4[O:27][CH3:28])[CH2:16][CH2:15]3)[C:11]3[C:6](=[CH:7][C:8]([O:31][CH3:32])=[C:9]([O:29][CH3:30])[CH:10]=3)[N:5]=2)[CH2:3][CH2:2]1.FC1C=CC(N2CCNCC2)=C(OC)C=1.COC1C=CC([NH:56][S:57]([CH3:60])(=[O:59])=[O:58])=CC=1N1CCNCC1. (5) Given the product [Br:1][C:2]1[CH:3]=[CH:4][C:5]2[C:13]3[C:12](=[O:23])[CH2:11][CH2:10][CH2:9][C:8]=3[NH:7][C:6]=2[N:14]=1, predict the reactants needed to synthesize it. The reactants are: [Br:1][C:2]1[CH:3]=[CH:4][C:5]2[C:13]3[CH2:12][CH2:11][CH2:10][CH2:9][C:8]=3[NH:7][C:6]=2[N:14]=1.ClC1C(=O)C(C#N)=C(C#N)C(=[O:23])C=1Cl. (6) Given the product [C:10]([N:14]1[CH:18]=[C:17]([CH:19]([OH:20])[CH2:2][CH:3]2[CH2:6][CH2:5][CH2:4]2)/[C:16](=[N:21]/[C:22](=[O:32])[C:23]2[CH:28]=[C:27]([Cl:29])[CH:26]=[CH:25][C:24]=2[O:30][CH3:31])/[S:15]1)([CH3:13])([CH3:12])[CH3:11], predict the reactants needed to synthesize it. The reactants are: Br[CH2:2][CH:3]1[CH2:6][CH2:5][CH2:4]1.[Mg].II.[C:10]([N:14]1[CH:18]=[C:17]([CH:19]=[O:20])/[C:16](=[N:21]/[C:22](=[O:32])[C:23]2[CH:28]=[C:27]([Cl:29])[CH:26]=[CH:25][C:24]=2[O:30][CH3:31])/[S:15]1)([CH3:13])([CH3:12])[CH3:11]. (7) Given the product [N:1]([C@@H:4]1[CH2:10][CH2:9][C@@H:8]([C:11]2[N:15]([CH3:16])[N:14]=[CH:13][C:12]=2[N+:17]([O-:19])=[O:18])[O:7][CH2:6][C:5]1=[O:20])=[N+:2]=[N-:3], predict the reactants needed to synthesize it. The reactants are: [N:1]([C@@H:4]1[CH2:10][CH2:9][C@@H:8]([C:11]2[N:15]([CH3:16])[N:14]=[CH:13][C:12]=2[N+:17]([O-:19])=[O:18])[O:7][CH2:6][C@H:5]1[OH:20])=[N+:2]=[N-:3].CC(OI1(OC(C)=O)(OC(C)=O)OC(=O)C2C=CC=CC1=2)=O.C([O-])(O)=O.[Na+].S([O-])([O-])(=O)=S.[Na+].[Na+].